From a dataset of Full USPTO retrosynthesis dataset with 1.9M reactions from patents (1976-2016). Predict the reactants needed to synthesize the given product. (1) Given the product [NH2:26][C:23]1[C:24]2[N:25]=[C:17]([C:16]3[N:12]([CH2:11][CH:8]4[CH2:9][CH2:10][C:5](=[O:4])[CH2:6][CH2:7]4)[CH:13]=[N:14][C:15]=3[C:27]3[CH:28]=[CH:29][CH:30]=[CH:31][CH:32]=3)[S:18][C:19]=2[N:20]=[CH:21][N:22]=1, predict the reactants needed to synthesize it. The reactants are: O1[C:5]2([CH2:10][CH2:9][CH:8]([CH2:11][N:12]3[C:16]([C:17]4[S:18][C:19]5[N:20]=[CH:21][N:22]=[C:23]([NH2:26])[C:24]=5[N:25]=4)=[C:15]([C:27]4[CH:32]=[CH:31][CH:30]=[CH:29][CH:28]=4)[N:14]=[CH:13]3)[CH2:7][CH2:6]2)[O:4]CC1.O.C(O)(C(F)(F)F)=O. (2) The reactants are: [H-].[H-].[H-].[H-].[Li+].[Al+3].[CH3:7][O:8][C:9]1[CH:10]=[C:11]([CH:16]=[CH:17][C:18]=1[O:19][CH3:20])[O:12][CH2:13][C:14]#[N:15].O.C(Cl)Cl.CO. Given the product [CH3:7][O:8][C:9]1[CH:10]=[C:11]([CH:16]=[CH:17][C:18]=1[O:19][CH3:20])[O:12][CH2:13][CH2:14][NH2:15], predict the reactants needed to synthesize it. (3) The reactants are: [Br:1][C:2]1[N:7]=[C:6]2[S:8][C:9]([NH:11][C:12](=[O:31])[C:13]3[CH:18]=[CH:17][C:16]([C:19]([CH3:30])([CH3:29])[CH2:20][O:21][Si](C(C)(C)C)(C)C)=[CH:15][CH:14]=3)=[N:10][C:5]2=[CH:4][CH:3]=1.CCCC[N+](CCCC)(CCCC)CCCC.[F-].O. Given the product [Br:1][C:2]1[N:7]=[C:6]2[S:8][C:9]([NH:11][C:12](=[O:31])[C:13]3[CH:18]=[CH:17][C:16]([C:19]([CH3:29])([CH3:30])[CH2:20][OH:21])=[CH:15][CH:14]=3)=[N:10][C:5]2=[CH:4][CH:3]=1, predict the reactants needed to synthesize it. (4) Given the product [NH2:17][C:16]1[C:15]2[C:14](=[N:21][CH:20]=[CH:19][C:18]=2[O:22][CH3:23])[S:1][C:2]=1[C:3]([NH2:5])=[O:4], predict the reactants needed to synthesize it. The reactants are: [SH:1][CH2:2][C:3]([NH2:5])=[O:4].[OH-].[Na+].CN(C)C=O.Cl[C:14]1[N:21]=[CH:20][CH:19]=[C:18]([O:22][CH3:23])[C:15]=1[C:16]#[N:17]. (5) Given the product [Br:1][C:2]1[CH:16]=[C:15](/[CH:17]=[CH:18]/[CH:19]([C:24]2[CH:25]=[C:26]([Cl:32])[C:27]([Cl:31])=[C:28]([Cl:30])[CH:29]=2)[C:20]([F:23])([F:21])[F:22])[CH:14]=[CH:13][C:3]=1[C:4]([NH:6][CH:7]1[CH2:12][CH2:11][N:10]([CH2:34][C:33]#[N:35])[CH2:9][CH2:8]1)=[O:5], predict the reactants needed to synthesize it. The reactants are: [Br:1][C:2]1[CH:16]=[C:15](/[CH:17]=[CH:18]/[CH:19]([C:24]2[CH:29]=[C:28]([Cl:30])[C:27]([Cl:31])=[C:26]([Cl:32])[CH:25]=2)[C:20]([F:23])([F:22])[F:21])[CH:14]=[CH:13][C:3]=1[C:4]([NH:6][CH:7]1[CH2:12][CH2:11][NH:10][CH2:9][CH2:8]1)=[O:5].[CH2:33]([N:35](CC)CC)[CH3:34].BrCC#N. (6) Given the product [CH2:1]([O:3][C:4](=[O:41])[CH2:5][CH2:6][CH2:7][O:8][C:9]1[CH:14]=[CH:13][CH:12]=[C:11]([CH2:15][CH2:16][CH2:17][CH2:18][CH2:19][CH2:20][O:21][C:22]2[CH:27]=[C:26]([S:28]([CH2:31][CH3:32])(=[O:30])=[O:29])[CH:25]=[C:24]([C:9]3[CH:14]=[CH:13][C:12]4[O:43][CH2:42][O:45][C:11]=4[CH:10]=3)[CH:23]=2)[C:10]=1[CH2:34][CH2:35][C:36]([O:38][CH2:39][CH3:40])=[O:37])[CH3:2], predict the reactants needed to synthesize it. The reactants are: [CH2:1]([O:3][C:4](=[O:41])[CH2:5][CH2:6][CH2:7][O:8][C:9]1[CH:14]=[CH:13][CH:12]=[C:11]([CH2:15][CH2:16][CH2:17][CH2:18][CH2:19][CH2:20][O:21][C:22]2[CH:27]=[C:26]([S:28]([CH2:31][CH3:32])(=[O:30])=[O:29])[CH:25]=[C:24](Br)[CH:23]=2)[C:10]=1[CH2:34][CH2:35][C:36]([O:38][CH2:39][CH3:40])=[O:37])[CH3:2].[C:42](=[O:45])([O-])[O-:43].[Cs+].[Cs+]. (7) The reactants are: [NH:1]1[C:11]2[C:6](=[CH:7][CH:8]=[CH:9][CH:10]=2)[C:4](=O)[C:2]1=[O:3].[OH-:12].[K+].[C:14]([C:17]1[O:18][C:19]([CH3:22])=[CH:20][CH:21]=1)(=O)[CH3:15]. Given the product [CH3:22][C:19]1[O:18][C:17]([C:14]2[CH:15]=[C:4]([C:2]([OH:12])=[O:3])[C:6]3[C:11](=[CH:10][CH:9]=[CH:8][CH:7]=3)[N:1]=2)=[CH:21][CH:20]=1, predict the reactants needed to synthesize it. (8) Given the product [CH2:35]([O:37][C:38](=[O:42])[CH2:39][N:40]([CH2:32][C:15]1[N:16]([C:20]2[CH:21]=[CH:22][C:23]([O:26][CH:27]3[CH2:31][CH2:30][CH2:29][CH2:28]3)=[CH:24][CH:25]=2)[C:17]2[C:13]([CH:14]=1)=[CH:12][C:11]([C:8]1[CH:7]=[CH:6][C:5]([C:1]([CH3:4])([CH3:2])[CH3:3])=[CH:10][CH:9]=1)=[CH:19][CH:18]=2)[CH3:41])[CH3:36], predict the reactants needed to synthesize it. The reactants are: [C:1]([C:5]1[CH:10]=[CH:9][C:8]([C:11]2[CH:12]=[C:13]3[C:17](=[CH:18][CH:19]=2)[N:16]([C:20]2[CH:25]=[CH:24][C:23]([O:26][CH:27]4[CH2:31][CH2:30][CH2:29][CH2:28]4)=[CH:22][CH:21]=2)[C:15]([CH:32]=O)=[CH:14]3)=[CH:7][CH:6]=1)([CH3:4])([CH3:3])[CH3:2].Cl.[CH2:35]([O:37][C:38](=[O:42])[CH2:39][NH:40][CH3:41])[CH3:36].C([O-])(=O)C.[Na+].[BH3-]C#N.[Na+]. (9) Given the product [Cl:3][C:4]1[CH:5]=[C:6]([C:7](=[O:9])/[CH:22]=[C:21](\[OH:23])/[CH:20]=[CH:19]/[C:18]2[CH:17]=[CH:16][C:15]([OH:14])=[CH:25][CH:24]=2)[CH:11]=[CH:12][CH:13]=1, predict the reactants needed to synthesize it. The reactants are: [H-].[Na+].[Cl:3][C:4]1[CH:5]=[C:6]([CH:11]=[CH:12][CH:13]=1)[C:7]([O:9]C)=O.[OH:14][C:15]1[CH:25]=[CH:24][C:18]([CH:19]=[CH:20][C:21](=[O:23])[CH3:22])=[CH:17][CH:16]=1.